Dataset: Forward reaction prediction with 1.9M reactions from USPTO patents (1976-2016). Task: Predict the product of the given reaction. The product is: [Cl:28][C:25]1[CH:26]=[CH:27][C:22]([CH2:21][CH2:20][NH:19][C:17](=[O:18])[C:16]2[CH:29]=[CH:30][CH:31]=[C:14]([CH2:13][C:12]([NH:11][CH2:10][C@H:9]([OH:8])[C:34]3[CH:39]=[CH:38][C:37]([OH:40])=[C:36]([CH2:41][OH:42])[CH:35]=3)([CH3:33])[CH3:32])[CH:15]=2)=[CH:23][CH:24]=1. Given the reactants [Si]([O:8][C@H:9]([C:34]1[CH:39]=[CH:38][C:37]([OH:40])=[C:36]([CH2:41][OH:42])[CH:35]=1)[CH2:10][NH:11][C:12]([CH3:33])([CH3:32])[CH2:13][C:14]1[CH:15]=[C:16]([CH:29]=[CH:30][CH:31]=1)[C:17]([NH:19][CH2:20][CH2:21][C:22]1[CH:27]=[CH:26][C:25]([Cl:28])=[CH:24][CH:23]=1)=[O:18])(C(C)(C)C)(C)C.[F-].[NH4+], predict the reaction product.